This data is from Catalyst prediction with 721,799 reactions and 888 catalyst types from USPTO. The task is: Predict which catalyst facilitates the given reaction. (1) The catalyst class is: 11. Product: [Cl:1][C:2]1[CH:7]=[CH:6][C:5]([C:8]2[C:9]3[N:10]([C:37]([CH2:38][CH3:39])=[N:36][N:35]=3)[N:11]([CH2:23][C:24]3[C:25]([CH3:34])=[N:26][C:27]([C:30]([F:31])([F:32])[F:33])=[CH:28][CH:29]=3)[C:12](=[O:22])[C:13]=2[C:14]2[CH:19]=[CH:18][C:17]([C:20]#[N:21])=[CH:16][CH:15]=2)=[CH:4][CH:3]=1. Reactant: [Cl:1][C:2]1[CH:7]=[CH:6][C:5]([C:8]2[C:9]([NH:35][NH:36][C:37](=O)[CH2:38][CH3:39])=[N:10][N:11]([CH2:23][C:24]3[C:25]([CH3:34])=[N:26][C:27]([C:30]([F:33])([F:32])[F:31])=[CH:28][CH:29]=3)[C:12](=[O:22])[C:13]=2[C:14]2[CH:19]=[CH:18][C:17]([C:20]#[N:21])=[CH:16][CH:15]=2)=[CH:4][CH:3]=1.O=P(Cl)(Cl)Cl. (2) Reactant: [CH3:1][C:2]1[C:7]2[NH:8][CH:9]=[N:10][C:6]=2[C:5]([C:11]([OH:13])=[O:12])=[CH:4][CH:3]=1.[N+:14]([O-])([O-:16])=[O:15].[K+]. Product: [CH3:1][C:2]1[C:7]2[NH:8][CH:9]=[N:10][C:6]=2[C:5]([C:11]([OH:13])=[O:12])=[CH:4][C:3]=1[N+:14]([O-:16])=[O:15]. The catalyst class is: 82. (3) Reactant: Cl[C:2]1[C:3]2[C:10]([C:11]([O:13][CH2:14][CH3:15])=[O:12])=[CH:9][N:8]([CH2:16][O:17][CH2:18][CH2:19][Si:20]([CH3:23])([CH3:22])[CH3:21])[C:4]=2[N:5]=[CH:6][N:7]=1.O.[NH2:25][C:26]1[CH:27]=[C:28](B(O)O)[CH:29]=[CH:30][CH:31]=1.C(=O)([O-])[O-].[Na+].[Na+]. Product: [NH2:25][C:26]1[CH:31]=[C:30]([C:2]2[C:3]3[C:10]([C:11]([O:13][CH2:14][CH3:15])=[O:12])=[CH:9][N:8]([CH2:16][O:17][CH2:18][CH2:19][Si:20]([CH3:23])([CH3:22])[CH3:21])[C:4]=3[N:5]=[CH:6][N:7]=2)[CH:29]=[CH:28][CH:27]=1. The catalyst class is: 70. (4) Reactant: [C:1]1([CH2:7][O:8][C@@H:9]([CH3:26])[C@@H:10]([C:22]([O:24][CH3:25])=[O:23])[NH:11]C(OCC2C=CC=CC=2)=O)[CH:6]=[CH:5][CH:4]=[CH:3][CH:2]=1. Product: [C:1]1([CH2:7][O:8][C@@H:9]([CH3:26])[C@@H:10]([C:22]([O:24][CH3:25])=[O:23])[NH2:11])[CH:2]=[CH:3][CH:4]=[CH:5][CH:6]=1. The catalyst class is: 50. (5) Reactant: [CH3:1][C:2]1[CH:3]=[N:4][O:5][C:6]=1[CH2:7][C:8]#[N:9].[CH3:10][N:11]([CH:13](OC)OC)[CH3:12]. Product: [CH3:12][N:11]([CH3:10])[CH:13]=[C:7]([C:6]1[O:5][N:4]=[CH:3][C:2]=1[CH3:1])[C:8]#[N:9]. The catalyst class is: 11. (6) Reactant: Cl.[OH:2][C@@H:3]1[CH2:7][CH2:6][NH:5][CH2:4]1.I.CS[C:11](=[NH:19])[NH:12][C:13]1[CH:18]=[CH:17][CH:16]=[CH:15][CH:14]=1.C(N(CC)CC)C. Product: [OH:2][C@@H:3]1[CH2:7][CH2:6][N:5]([C:11](=[NH:19])[NH:12][C:13]2[CH:18]=[CH:17][CH:16]=[CH:15][CH:14]=2)[CH2:4]1. The catalyst class is: 3. (7) The catalyst class is: 72. Product: [CH3:1][O:2][C:3]1[CH:4]=[CH:5][C:6]2[N:7]([N:24]=[C:10]([NH2:12])[N:9]=2)[CH:8]=1. Reactant: [CH3:1][O:2][C:3]1[CH:4]=[CH:5][C:6]([NH:9][C:10]([NH:12]C(=O)OCC)=S)=[N:7][CH:8]=1.[Cl-].O[NH3+].C([N:24](CC)C(C)C)(C)C.C(O)C.